This data is from NCI-60 drug combinations with 297,098 pairs across 59 cell lines. The task is: Regression. Given two drug SMILES strings and cell line genomic features, predict the synergy score measuring deviation from expected non-interaction effect. (1) Cell line: UACC-257. Drug 1: CC1OCC2C(O1)C(C(C(O2)OC3C4COC(=O)C4C(C5=CC6=C(C=C35)OCO6)C7=CC(=C(C(=C7)OC)O)OC)O)O. Synergy scores: CSS=11.0, Synergy_ZIP=-10.9, Synergy_Bliss=-7.67, Synergy_Loewe=-24.7, Synergy_HSA=-6.81. Drug 2: CC1=C2C(C(=O)C3(C(CC4C(C3C(C(C2(C)C)(CC1OC(=O)C(C(C5=CC=CC=C5)NC(=O)C6=CC=CC=C6)O)O)OC(=O)C7=CC=CC=C7)(CO4)OC(=O)C)O)C)OC(=O)C. (2) Drug 1: C1CCN(CC1)CCOC2=CC=C(C=C2)C(=O)C3=C(SC4=C3C=CC(=C4)O)C5=CC=C(C=C5)O. Drug 2: C1=NC2=C(N=C(N=C2N1C3C(C(C(O3)CO)O)O)F)N. Cell line: MDA-MB-435. Synergy scores: CSS=-11.8, Synergy_ZIP=7.45, Synergy_Bliss=4.95, Synergy_Loewe=-5.88, Synergy_HSA=-4.14. (3) Drug 1: CC1=C(C(CCC1)(C)C)C=CC(=CC=CC(=CC(=O)O)C)C. Drug 2: C(CC(=O)O)C(=O)CN.Cl. Cell line: HCC-2998. Synergy scores: CSS=15.5, Synergy_ZIP=-7.87, Synergy_Bliss=-11.9, Synergy_Loewe=-2.38, Synergy_HSA=-6.83. (4) Drug 1: C1CCC(CC1)NC(=O)N(CCCl)N=O. Drug 2: CN(C)C1=NC(=NC(=N1)N(C)C)N(C)C. Cell line: OVCAR-5. Synergy scores: CSS=23.8, Synergy_ZIP=5.49, Synergy_Bliss=14.5, Synergy_Loewe=10.1, Synergy_HSA=10.5. (5) Drug 1: C1=CC(=CC=C1CC(C(=O)O)N)N(CCCl)CCCl.Cl. Drug 2: B(C(CC(C)C)NC(=O)C(CC1=CC=CC=C1)NC(=O)C2=NC=CN=C2)(O)O. Cell line: UACC62. Synergy scores: CSS=8.56, Synergy_ZIP=-3.54, Synergy_Bliss=-0.866, Synergy_Loewe=-2.09, Synergy_HSA=-1.81.